From a dataset of Retrosynthesis with 50K atom-mapped reactions and 10 reaction types from USPTO. Predict the reactants needed to synthesize the given product. The reactants are: C=CCBr.CCOc1ccc(O)c2c1C(=O)N(Cc1ccccc1)S2(=O)=O. Given the product C=CCOc1ccc(OCC)c2c1S(=O)(=O)N(Cc1ccccc1)C2=O, predict the reactants needed to synthesize it.